Task: Regression. Given two drug SMILES strings and cell line genomic features, predict the synergy score measuring deviation from expected non-interaction effect.. Dataset: NCI-60 drug combinations with 297,098 pairs across 59 cell lines (1) Drug 1: CCN(CC)CCNC(=O)C1=C(NC(=C1C)C=C2C3=C(C=CC(=C3)F)NC2=O)C. Drug 2: CCN(CC)CCCC(C)NC1=C2C=C(C=CC2=NC3=C1C=CC(=C3)Cl)OC. Cell line: 786-0. Synergy scores: CSS=32.2, Synergy_ZIP=-6.57, Synergy_Bliss=-0.776, Synergy_Loewe=-5.81, Synergy_HSA=-0.769. (2) Drug 1: C1CC(C1)(C(=O)O)C(=O)O.[NH2-].[NH2-].[Pt+2]. Drug 2: CN(C(=O)NC(C=O)C(C(C(CO)O)O)O)N=O. Cell line: MOLT-4. Synergy scores: CSS=26.0, Synergy_ZIP=-0.450, Synergy_Bliss=-3.12, Synergy_Loewe=-1.88, Synergy_HSA=-2.87. (3) Drug 1: C1CCN(CC1)CCOC2=CC=C(C=C2)C(=O)C3=C(SC4=C3C=CC(=C4)O)C5=CC=C(C=C5)O. Drug 2: CN1C(=O)N2C=NC(=C2N=N1)C(=O)N. Cell line: HOP-92. Synergy scores: CSS=5.65, Synergy_ZIP=-2.69, Synergy_Bliss=-4.24, Synergy_Loewe=-2.37, Synergy_HSA=-3.67. (4) Drug 1: CC(C)(C#N)C1=CC(=CC(=C1)CN2C=NC=N2)C(C)(C)C#N. Drug 2: CCC1(C2=C(COC1=O)C(=O)N3CC4=CC5=C(C=CC(=C5CN(C)C)O)N=C4C3=C2)O.Cl. Cell line: SK-MEL-28. Synergy scores: CSS=11.2, Synergy_ZIP=-3.00, Synergy_Bliss=0.575, Synergy_Loewe=-8.43, Synergy_HSA=-2.55. (5) Drug 1: CC1C(C(CC(O1)OC2CC(OC(C2O)C)OC3=CC4=CC5=C(C(=O)C(C(C5)C(C(=O)C(C(C)O)O)OC)OC6CC(C(C(O6)C)O)OC7CC(C(C(O7)C)O)OC8CC(C(C(O8)C)O)(C)O)C(=C4C(=C3C)O)O)O)O. Drug 2: CCC1(CC2CC(C3=C(CCN(C2)C1)C4=CC=CC=C4N3)(C5=C(C=C6C(=C5)C78CCN9C7C(C=CC9)(C(C(C8N6C)(C(=O)OC)O)OC(=O)C)CC)OC)C(=O)OC)O.OS(=O)(=O)O. Cell line: COLO 205. Synergy scores: CSS=58.8, Synergy_ZIP=2.05, Synergy_Bliss=3.68, Synergy_Loewe=1.42, Synergy_HSA=1.22. (6) Drug 1: C1=C(C(=O)NC(=O)N1)N(CCCl)CCCl. Drug 2: CS(=O)(=O)CCNCC1=CC=C(O1)C2=CC3=C(C=C2)N=CN=C3NC4=CC(=C(C=C4)OCC5=CC(=CC=C5)F)Cl. Cell line: IGROV1. Synergy scores: CSS=40.2, Synergy_ZIP=-3.10, Synergy_Bliss=-3.54, Synergy_Loewe=0.551, Synergy_HSA=3.42.